This data is from Full USPTO retrosynthesis dataset with 1.9M reactions from patents (1976-2016). The task is: Predict the reactants needed to synthesize the given product. (1) Given the product [Si:1]([O:30][C@@H:16]([C:14]#[N:15])[C@@H:17]([NH:19][C:20](=[O:29])[O:21][CH2:22][C:23]1[CH:28]=[CH:27][CH:26]=[CH:25][CH:24]=1)[CH3:18])([C:4]([CH3:7])([CH3:6])[CH3:5])([CH3:3])[CH3:2].[Si:1]([O:30][C@H:16]([C:14]#[N:15])[C@@H:17]([NH:19][C:20](=[O:29])[O:21][CH2:22][C:23]1[CH:28]=[CH:27][CH:26]=[CH:25][CH:24]=1)[CH3:18])([C:4]([CH3:7])([CH3:6])[CH3:5])([CH3:3])[CH3:2], predict the reactants needed to synthesize it. The reactants are: [Si:1](Cl)([C:4]([CH3:7])([CH3:6])[CH3:5])([CH3:3])[CH3:2].N1C=CN=C1.[C:14]([CH:16]([OH:30])[C@@H:17]([NH:19][C:20](=[O:29])[O:21][CH2:22][C:23]1[CH:28]=[CH:27][CH:26]=[CH:25][CH:24]=1)[CH3:18])#[N:15].O. (2) Given the product [NH2:1][C:2]1[N:7]=[CH:6][N:5]=[C:4]2[N:8]([CH:12]([C:14]3[CH:19]=[N:18][N:17]([CH3:20])[C:16](=[O:21])[C:15]=3[C:22]3[CH:27]=[CH:26][CH:25]=[CH:24][CH:23]=3)[CH3:13])[N:9]=[C:10]([C:31]3[CH:32]=[C:33]([OH:35])[CH:34]=[C:29]([F:28])[CH:30]=3)[C:3]=12, predict the reactants needed to synthesize it. The reactants are: [NH2:1][C:2]1[N:7]=[CH:6][N:5]=[C:4]2[N:8]([CH:12]([C:14]3[CH:19]=[N:18][N:17]([CH3:20])[C:16](=[O:21])[C:15]=3[C:22]3[CH:27]=[CH:26][CH:25]=[CH:24][CH:23]=3)[CH3:13])[N:9]=[C:10](I)[C:3]=12.[F:28][C:29]1[CH:30]=[C:31](B(O)O)[CH:32]=[C:33]([OH:35])[CH:34]=1.